From a dataset of Reaction yield outcomes from USPTO patents with 853,638 reactions. Predict the reaction yield, written as a fraction of the theoretical maximum amount of product (1.0 means a 100% yield; for example, 0.34 means a 34% yield). (1) The catalyst is CN(C=O)C.O. The product is [CH3:1][O:2][C:3](=[O:30])[CH2:4][C:5]1[CH:10]=[CH:9][CH:8]=[C:7]([O:11][CH2:12][CH2:13][CH2:14][N:15]([CH2:16][CH:17]([C:24]2[CH:29]=[CH:28][CH:27]=[CH:26][CH:25]=2)[C:18]2[CH:19]=[CH:20][CH:21]=[CH:22][CH:23]=2)[CH2:36][C:35]2[CH:38]=[CH:39][CH:40]=[C:33]([C:32]([F:31])([F:41])[F:42])[CH:34]=2)[CH:6]=1. The yield is 0.770. The reactants are [CH3:1][O:2][C:3](=[O:30])[CH2:4][C:5]1[CH:10]=[CH:9][CH:8]=[C:7]([O:11][CH2:12][CH2:13][CH2:14][NH:15][CH2:16][CH:17]([C:24]2[CH:29]=[CH:28][CH:27]=[CH:26][CH:25]=2)[C:18]2[CH:23]=[CH:22][CH:21]=[CH:20][CH:19]=2)[CH:6]=1.[F:31][C:32]([F:42])([F:41])[C:33]1[CH:34]=[C:35]([CH:38]=[CH:39][CH:40]=1)[CH2:36]Br.C(=O)([O-])[O-].[K+].[K+]. (2) The reactants are [Cl:1][C:2]1[C:3]([CH:17]=O)=[C:4]2[N:10]([CH:11]([CH2:14][CH3:15])[CH2:12][CH3:13])[C:9]([OH:16])=[N:8][C:5]2=[N:6][CH:7]=1.CCN(C(C)C)C(C)C.Cl.[NH2:29][OH:30]. The catalyst is C(Cl)Cl. The product is [Cl:1][C:2]1[C:3](/[CH:17]=[N:29]/[OH:30])=[C:4]2[N:10]([CH:11]([CH2:14][CH3:15])[CH2:12][CH3:13])[C:9]([OH:16])=[N:8][C:5]2=[N:6][CH:7]=1. The yield is 0.714. (3) The reactants are [CH2:1]([O:3][C:4]1[CH:5]=[C:6]2[C:11](=[CH:12][C:13]=1[O:14][CH3:15])[N:10]=[CH:9][N:8]=[C:7]2[S:16][C:17]1[CH:18]=[C:19]([CH:21]=[CH:22][CH:23]=1)[NH2:20])[CH3:2].[F:24][C:25]([F:45])([F:44])[C:26]([C:29]1[O:33][N:32]=[C:31]([NH:34][C:35](=O)[O:36]C2C=CC=CC=2)[CH:30]=1)([CH3:28])[CH3:27]. The catalyst is C1COCC1.CN(C)C1C=CN=CC=1. The product is [CH2:1]([O:3][C:4]1[CH:5]=[C:6]2[C:11](=[CH:12][C:13]=1[O:14][CH3:15])[N:10]=[CH:9][N:8]=[C:7]2[S:16][C:17]1[CH:18]=[C:19]([NH:20][C:35]([NH:34][C:31]2[CH:30]=[C:29]([C:26]([CH3:28])([CH3:27])[C:25]([F:45])([F:44])[F:24])[O:33][N:32]=2)=[O:36])[CH:21]=[CH:22][CH:23]=1)[CH3:2]. The yield is 0.210. (4) The reactants are [N+:1]([C:4]1[CH:30]=[CH:29][C:7]([CH2:8][C:9]2[C:13]3[C:14](=[O:28])[N:15]([C:22]4[CH:27]=[CH:26][CH:25]=[CH:24][CH:23]=4)[C:16]4[N:17]=[CH:18][CH:19]=[CH:20][C:21]=4[C:12]=3[NH:11][N:10]=2)=[CH:6][CH:5]=1)([O-])=O. The catalyst is CN(C=O)C.CO.[C].[Pd]. The product is [NH2:1][C:4]1[CH:30]=[CH:29][C:7]([CH2:8][C:9]2[C:13]3[C:14](=[O:28])[N:15]([C:22]4[CH:27]=[CH:26][CH:25]=[CH:24][CH:23]=4)[C:16]4[N:17]=[CH:18][CH:19]=[CH:20][C:21]=4[C:12]=3[NH:11][N:10]=2)=[CH:6][CH:5]=1. The yield is 0.650. (5) The reactants are [CH3:1][O:2][C:3]1[CH:4]=[C:5]([NH:11][C:12](=[O:17])[C:13]([F:16])([F:15])[F:14])[CH:6]=[C:7]([O:9][CH3:10])[CH:8]=1.[Sn](Cl)(Cl)(Cl)Cl.[C:23](Cl)(=[O:25])[CH3:24].O. The catalyst is C(Cl)Cl. The product is [C:23]([C:8]1[C:7]([O:9][CH3:10])=[CH:6][C:5]([NH:11][C:12](=[O:17])[C:13]([F:14])([F:16])[F:15])=[CH:4][C:3]=1[O:2][CH3:1])(=[O:25])[CH3:24]. The yield is 0.130. (6) The catalyst is ClCCl. The yield is 0.930. The product is [CH3:5][O:4][C:2](=[O:3])[O:36][CH2:35][C@@H:23]([N:20]1[CH2:21][CH2:22][N:17]([C:15](=[O:16])[NH:14][C:9]2[CH:10]=[CH:11][C:12]([Cl:13])=[C:7]([Cl:6])[CH:8]=2)[C@@H:18]([CH3:38])[C:19]1=[O:37])[CH2:24][CH2:25][N:26]1[CH2:33][CH2:32][C:29]2([CH2:31][CH2:30]2)[C@H:28]([OH:34])[CH2:27]1. The reactants are Cl[C:2]([O:4][CH3:5])=[O:3].[Cl:6][C:7]1[CH:8]=[C:9]([NH:14][C:15]([N:17]2[CH2:22][CH2:21][N:20]([C@H:23]([CH2:35][OH:36])[CH2:24][CH2:25][N:26]3[CH2:33][CH2:32][C:29]4([CH2:31][CH2:30]4)[C@H:28]([OH:34])[CH2:27]3)[C:19](=[O:37])[C@@H:18]2[CH3:38])=[O:16])[CH:10]=[CH:11][C:12]=1[Cl:13].C(NCC)C.